From a dataset of Reaction yield outcomes from USPTO patents with 853,638 reactions. Predict the reaction yield, written as a fraction of the theoretical maximum amount of product (1.0 means a 100% yield; for example, 0.34 means a 34% yield). The yield is 0.274. The catalyst is COCCOC.C([O-])([O-])=O.[Na+].[Na+].CCOC(C)=O.[Pd](Cl)Cl.C1(P(C2C=CC=CC=2)[C-]2C=CC=C2)C=CC=CC=1.[C-]1(P(C2C=CC=CC=2)C2C=CC=CC=2)C=CC=C1.[Fe+2].C(Cl)Cl. The product is [C:18]([NH:17][C:15]1[N:16]=[C:11]2[CH:10]=[CH:9][C:8]([C:5]3[CH:6]=[N:7][C:2]([NH2:1])=[C:3]([C:22]([F:25])([F:24])[F:23])[CH:4]=3)=[CH:13][N:12]2[C:14]=1[C:32]1[CH:33]=[CH:34][C:29]([C:26]([NH2:27])=[O:28])=[CH:30][CH:31]=1)(=[O:20])[CH3:19]. The reactants are [NH2:1][C:2]1[N:7]=[CH:6][C:5]([C:8]2[CH:9]=[CH:10][C:11]3[N:12]([C:14](Br)=[C:15]([NH:17][C:18](=[O:20])[CH3:19])[N:16]=3)[CH:13]=2)=[CH:4][C:3]=1[C:22]([F:25])([F:24])[F:23].[C:26]([C:29]1[CH:34]=[CH:33][C:32](B(O)O)=[CH:31][CH:30]=1)(=[O:28])[NH2:27].[O-]S([O-])(=O)=O.[Na+].[Na+].